The task is: Predict the product of the given reaction.. This data is from Forward reaction prediction with 1.9M reactions from USPTO patents (1976-2016). (1) Given the reactants I[C:2]1[C:10]2[C:5](=[N:6][CH:7]=[N:8][C:9]=2[NH2:11])[NH:4][N:3]=1.C(=O)([O-])[O-].[K+].[K+].[F:18][C:19]1[CH:20]=[C:21](B(O)O)[CH:22]=[C:23]([O:25][CH3:26])[CH:24]=1.Cl, predict the reaction product. The product is: [F:18][C:19]1[CH:20]=[C:21]([C:2]2[C:10]3[C:5](=[N:6][CH:7]=[N:8][C:9]=3[NH2:11])[NH:4][N:3]=2)[CH:22]=[C:23]([O:25][CH3:26])[CH:24]=1. (2) Given the reactants Cl.Cl.[NH2:3][CH2:4][CH2:5][CH2:6][CH2:7][CH2:8][CH2:9][CH2:10][CH2:11][CH2:12][N:13]1[CH2:18][CH2:17][CH:16]([O:19][C:20](=[O:34])[NH:21][C:22]2[CH:27]=[CH:26][CH:25]=[CH:24][C:23]=2[C:28]2[CH:33]=[CH:32][CH:31]=[CH:30][CH:29]=2)[CH2:15][CH2:14]1.[OH:35][C:36]1[CH:37]=[C:38]([CH:41]=[CH:42][C:43]=1[F:44])[CH:39]=O, predict the reaction product. The product is: [OH:35][C:36]1[CH:37]=[C:38]([CH:41]=[CH:42][C:43]=1[F:44])[CH2:39][NH:3][CH2:4][CH2:5][CH2:6][CH2:7][CH2:8][CH2:9][CH2:10][CH2:11][CH2:12][N:13]1[CH2:18][CH2:17][CH:16]([O:19][C:20](=[O:34])[NH:21][C:22]2[CH:27]=[CH:26][CH:25]=[CH:24][C:23]=2[C:28]2[CH:33]=[CH:32][CH:31]=[CH:30][CH:29]=2)[CH2:15][CH2:14]1. (3) Given the reactants [NH2:1][C:2]1[CH:3]=[C:4]([C:9]2[CH:10]=[CH:11][C:12](=[O:30])[N:13]([CH2:15][CH2:16][O:17][C:18]3[C:27]4[C:22](=[CH:23][C:24]([O:28][CH3:29])=[CH:25][CH:26]=4)[N:21]=[CH:20][CH:19]=3)[CH:14]=2)[CH:5]=[CH:6][C:7]=1[CH3:8].C(N(CC)CC)C.[C:38](Cl)(=[O:44])[O:39][CH2:40][CH:41]([CH3:43])[CH3:42], predict the reaction product. The product is: [CH3:29][O:28][C:24]1[CH:23]=[C:22]2[C:27]([C:18]([O:17][CH2:16][CH2:15][N:13]3[C:12](=[O:30])[CH:11]=[CH:10][C:9]([C:4]4[CH:5]=[CH:6][C:7]([CH3:8])=[C:2]([NH:1][C:38](=[O:44])[O:39][CH2:40][CH:41]([CH3:43])[CH3:42])[CH:3]=4)=[CH:14]3)=[CH:19][CH:20]=[N:21]2)=[CH:26][CH:25]=1. (4) Given the reactants [N+:1]([C:4]1[CH:13]=[CH:12][CH:11]=[C:10]2[C:5]=1[CH:6]=[N:7][N:8]=[CH:9]2)([O-])=O.Cl[Sn]Cl.[OH-].[Na+], predict the reaction product. The product is: [CH:9]1[C:10]2[C:5](=[C:4]([NH2:1])[CH:13]=[CH:12][CH:11]=2)[CH:6]=[N:7][N:8]=1. (5) Given the reactants CNC([C:5]1[NH:6][C:7]2[C:12]([N:13]=1)=[C:11]([N:14]1[CH2:19][CH2:18][O:17][CH2:16][CH2:15]1)[N:10]=[C:9]([Cl:20])[N:8]=2)=O.[C:21](=O)([O-])[O-].[Cs+].[Cs+].[CH3:27][N:28]([CH:30]=[O:31])[CH3:29], predict the reaction product. The product is: [Cl:20][C:9]1[N:10]=[C:11]([N:14]2[CH2:15][CH2:16][O:17][CH2:18][CH2:19]2)[C:12]2[N:13]=[C:5]3[N:6]([C:7]=2[N:8]=1)[CH2:21][CH2:27][N:28]([CH3:29])[C:30]3=[O:31]. (6) Given the reactants [C:1]1([CH2:7][CH2:8][CH2:9][O:10][CH2:11][C:12]2[O:16][N:15]=[C:14]([C:17]([OH:19])=O)[CH:13]=2)[CH:6]=[CH:5][CH:4]=[CH:3][CH:2]=1.C(N(CC)CC)C.Cl.C(N=C=NCCCN(C)C)C.ON1C2C=CC=CC=2N=N1.[O:49]1[CH2:54][CH2:53][CH:52]([CH2:55][NH2:56])[CH2:51][CH2:50]1, predict the reaction product. The product is: [O:49]1[CH2:54][CH2:53][CH:52]([CH2:55][NH:56][C:17]([C:14]2[CH:13]=[C:12]([CH2:11][O:10][CH2:9][CH2:8][CH2:7][C:1]3[CH:2]=[CH:3][CH:4]=[CH:5][CH:6]=3)[O:16][N:15]=2)=[O:19])[CH2:51][CH2:50]1. (7) Given the reactants C(O)(=O)C.[OH:5][C@H:6]([C@@H:10]([OH:14])[C:11]([OH:13])=[O:12])[C:7]([OH:9])=[O:8].COC([C@@]1(N)CC[C@H](C2C=CC(C#CCCCCCC)=CC=2)C1)=O, predict the reaction product. The product is: [OH:5][C@H:6]([C@@H:10]([OH:14])[C:11]([OH:13])=[O:12])[C:7]([OH:9])=[O:8]. (8) Given the reactants [F:1][C:2]1[C:7]([NH2:8])=[CH:6][CH:5]=[C:4]([CH3:9])[CH:3]=1.CC(OC)(C)C.[Br:16]Br, predict the reaction product. The product is: [Br:16][C:6]1[CH:5]=[C:4]([CH3:9])[CH:3]=[C:2]([F:1])[C:7]=1[NH2:8].